This data is from Forward reaction prediction with 1.9M reactions from USPTO patents (1976-2016). The task is: Predict the product of the given reaction. (1) Given the reactants [C:1]([C:3]1[CH:4]=[C:5]([NH:9][C:10](=[O:13])[CH2:11][CH3:12])[CH:6]=[CH:7][CH:8]=1)#[N:2].[CH3:14][O:15][C:16]1[CH:23]=[CH:22][C:19]([CH2:20]Br)=[CH:18][CH:17]=1, predict the reaction product. The product is: [C:1]([C:3]1[CH:4]=[C:5]([N:9]([CH2:20][C:19]2[CH:22]=[CH:23][C:16]([O:15][CH3:14])=[CH:17][CH:18]=2)[C:10](=[O:13])[CH2:11][CH3:12])[CH:6]=[CH:7][CH:8]=1)#[N:2]. (2) Given the reactants [CH2:1]([O:3][C:4](=[O:29])[CH2:5][CH2:6][CH2:7][CH2:8][CH2:9][O:10][CH2:11][CH2:12][O:13][CH2:14][CH2:15][O:16][CH2:17][CH2:18][O:19][CH2:20][CH2:21][O:22][CH2:23][CH2:24][O:25][CH2:26][CH2:27]O)[CH3:2].C(N(CC)CC)C.[CH3:37][S:38](Cl)(=[O:40])=[O:39], predict the reaction product. The product is: [CH2:1]([O:3][C:4](=[O:29])[CH2:5][CH2:6][CH2:7][CH2:8][CH2:9][O:10][CH2:11][CH2:12][O:13][CH2:14][CH2:15][O:16][CH2:17][CH2:18][O:19][CH2:20][CH2:21][O:22][CH2:23][CH2:24][O:25][CH2:26][CH2:27][S:38]([CH3:37])(=[O:40])=[O:39])[CH3:2]. (3) Given the reactants [NH2:1][C:2]1[CH:3]=[CH:4][C:5]([F:8])=[N:6][CH:7]=1.[C:9]([O:13][C:14]([N:16]1[CH2:21][CH2:20][CH:19]([C:22]2[S:23][CH:24]=[C:25]([CH:27]=O)[N:26]=2)[CH2:18][CH2:17]1)=[O:15])([CH3:12])([CH3:11])[CH3:10].C(O[BH-](OC(=O)C)OC(=O)C)(=O)C.[Na+], predict the reaction product. The product is: [C:9]([O:13][C:14]([N:16]1[CH2:17][CH2:18][CH:19]([C:22]2[S:23][CH:24]=[C:25]([CH2:27][NH:1][C:2]3[CH:7]=[N:6][C:5]([F:8])=[CH:4][CH:3]=3)[N:26]=2)[CH2:20][CH2:21]1)=[O:15])([CH3:12])([CH3:11])[CH3:10].